Dataset: Reaction yield outcomes from USPTO patents with 853,638 reactions. Task: Predict the reaction yield, written as a fraction of the theoretical maximum amount of product (1.0 means a 100% yield; for example, 0.34 means a 34% yield). The reactants are [F:1][C:2]([F:25])([F:24])[C:3]1[CH:4]=[CH:5][C:6]([O:9][C:10]2[CH:23]=[CH:22][C:13]([O:14][CH:15]([CH3:21])[C:16](OCC)=[O:17])=[CH:12][CH:11]=2)=[N:7][CH:8]=1.[H-].[Al+3].[Li+].[H-].[H-].[H-]. The catalyst is C1COCC1. The product is [F:24][C:2]([F:1])([F:25])[C:3]1[CH:4]=[CH:5][C:6]([O:9][C:10]2[CH:23]=[CH:22][C:13]([O:14][CH:15]([CH3:21])[CH2:16][OH:17])=[CH:12][CH:11]=2)=[N:7][CH:8]=1. The yield is 0.910.